Dataset: Experimentally validated miRNA-target interactions with 360,000+ pairs, plus equal number of negative samples. Task: Binary Classification. Given a miRNA mature sequence and a target amino acid sequence, predict their likelihood of interaction. (1) The miRNA is hsa-miR-6890-5p with sequence CAUGGGGUAGGGCAGAGUAGG. The protein sequence of the target gene is MVTAFLNERQATTEEMALVSNALAAYSFIADQPERAALYFVCGVCLGLVLTLIALVVQISCRTDCKTQQAPKKTGKTVENTSDTSDSDSDWDNTSDLSARRHRRFERTLGNVFTSAEELERAQRLEERERIIREIWMNGQPDMPGTRSLNRYY. Result: 0 (no interaction). (2) The miRNA is hsa-miR-4255 with sequence CAGUGUUCAGAGAUGGA. The protein sequence of the target gene is MPPKAPRRAAAAEPPPPPPPPPREDDPAQDSGPEELPLARLEFEEIEEPEFIALCQKLKVPDHVRERAWLTWEKVSSVDGILEGYIQKKKELWGICIFIAAVDLDEMPFTFTELQKSIETSVYKFFDLLKEIDTSTKVDNAMSRLLKKYNVLCALYSKLERTCELIYLTQPSSALSTEINSMLVLKISWITFLLAKGEVLQMEDDLVISFQLMLCVVDYFIKFSPPALLREPYKTAAIPINGSPRTPRRGQNRSARIAKQLENDTRIIEVLCKEHECNIDEVKNVYFKNFIPFINSLGIV.... Result: 0 (no interaction). (3) The miRNA is hsa-miR-22-3p with sequence AAGCUGCCAGUUGAAGAACUGU. The protein sequence of the target gene is MAHLMMFRDVAVDFSQEEWECLDLEQRDLYRDVMLENYSNMVSLGFCIYQPEAFSLLEKGKEPWKILRDETRGPCPDMQSRCQTKKLLPKNGIFEREIAQLEIMRICKNHSLDCLCFRGDWEGNTQFQTLQDNQEECFKQVIRTCEKRPTFNQHTVFNLHQRLNTGDKLNEFKELGKAFISGSDHTQHQLIHTSEKFCGDKECGNTFLPDSEVIQYQTVHTVKKTYECKECGKSFSLRSSLTGHKRIHTGEKPFKCKDCGKAFRFHSQLSVHKRIHTGEKSYECKECGKAFSCGSDLTRH.... Result: 0 (no interaction).